This data is from Full USPTO retrosynthesis dataset with 1.9M reactions from patents (1976-2016). The task is: Predict the reactants needed to synthesize the given product. (1) Given the product [NH2:33][CH:18]1[CH2:19][CH2:20][N:15]([CH2:14][CH2:13][N:10]2[C:11]3[C:6](=[CH:5][CH:4]=[C:3]([O:2][CH3:1])[CH:12]=3)[N:7]=[CH:8][C:9]2=[O:26])[CH:16]([C:22]([O:24][CH3:25])=[O:23])[CH2:17]1, predict the reactants needed to synthesize it. The reactants are: [CH3:1][O:2][C:3]1[CH:12]=[C:11]2[C:6]([N:7]=[CH:8][C:9](=[O:26])[N:10]2[CH2:13][CH2:14][N:15]2[CH2:20][CH2:19][C:18](=O)[CH2:17][CH:16]2[C:22]([O:24][CH3:25])=[O:23])=[CH:5][CH:4]=1.C([O-])(=O)C.[NH4+].C([BH3-])#[N:33].[Na+].C(=O)([O-])O.[Na+]. (2) Given the product [CH3:1][O:2][C:3](=[O:27])[C:4]1[CH:9]=[CH:8][C:7]([S:10]([N:13]2[C:21]3[C:16](=[CH:17][CH:18]=[CH:19][CH:20]=3)[C:15]([CH:22]3[CH2:23][CH2:24][CH2:25][CH2:26]3)=[CH:14]2)(=[O:11])=[O:12])=[CH:6][CH:5]=1, predict the reactants needed to synthesize it. The reactants are: [CH3:1][O:2][C:3](=[O:27])[C:4]1[CH:9]=[CH:8][C:7]([S:10]([N:13]2[C:21]3[C:16](=[CH:17][CH:18]=[CH:19][CH:20]=3)[C:15]([C:22]3[CH2:26][CH2:25][CH2:24][CH:23]=3)=[CH:14]2)(=[O:12])=[O:11])=[CH:6][CH:5]=1. (3) Given the product [C:23]1([CH3:26])[CH:24]=[CH:25][C:20]([N:19]2[CH2:29][C:11]3[CH:12]=[C:13]4[C:8](=[CH:9][C:10]=3[O:28][CH2:27]2)[O:7][CH2:6][C:5]([C:4]2[CH:3]=[C:2]([OH:1])[CH:18]=[CH:17][CH:16]=2)=[CH:14]4)=[CH:21][CH:22]=1, predict the reactants needed to synthesize it. The reactants are: [OH:1][C:2]1[CH:3]=[C:4]([CH:16]=[CH:17][CH:18]=1)[C:5]1[CH2:6][O:7][C:8]2[C:13]([CH:14]=1)=[CH:12][CH:11]=[C:10](O)[CH:9]=2.[NH2:19][C:20]1[CH:25]=[CH:24][C:23]([CH3:26])=[CH:22][CH:21]=1.[CH2:27]=[O:28].[CH2:29](O)C. (4) Given the product [S:1]1[C:5]2[CH:6]=[CH:7][CH:8]=[CH:9][C:4]=2[N:3]=[C:2]1[NH:10][C:11]([C:13]1[CH:14]=[CH:15][CH:16]=[C:17]2[C:22]=1[CH2:21][N:20]([C:23]1[N:28]=[C:27]([C:29]([O:31][C:32]([CH3:35])([CH3:34])[CH3:33])=[O:30])[C:26]([CH2:56][CH2:55][CH2:54][C:45]3[CH:46]=[CH:51][CH:52]=[CH:53][CH:44]=3)=[CH:25][CH:24]=1)[CH2:19][CH2:18]2)=[O:12], predict the reactants needed to synthesize it. The reactants are: [S:1]1[C:5]2[CH:6]=[CH:7][CH:8]=[CH:9][C:4]=2[N:3]=[C:2]1[NH:10][C:11]([C:13]1[CH:14]=[CH:15][CH:16]=[C:17]2[C:22]=1[CH2:21][N:20]([C:23]1[N:28]=[C:27]([C:29]([O:31][C:32]([CH3:35])([CH3:34])[CH3:33])=[O:30])[C:26](Br)=[CH:25][CH:24]=1)[CH2:19][CH2:18]2)=[O:12].C1(P(C2C=CC=CC=2)[C:44]2[CH:53]=[CH:52][C:51]3[C:46](=CC=CC=3)[C:45]=2[C:54]2C3C(=CC=CC=3)C=[CH:56][C:55]=2P(C2C=CC=CC=2)C2C=CC=CC=2)C=CC=CC=1.[Br-].C1(CCC[Zn+])C=CC=CC=1. (5) The reactants are: [Br:1][C:2]1[CH:3]=[CH:4][C:5]([O:20][C:21]([F:24])([F:23])[F:22])=[C:6]([CH:19]=1)[CH2:7][NH:8][C:9]1[C:14]([N+:15]([O-:17])=[O:16])=[CH:13][N:12]=[C:11](Cl)[N:10]=1.[NH2:25][CH2:26][C@@H:27]1[CH2:31][CH2:30][N:29]([C:32]([O:34][C:35]([CH3:38])([CH3:37])[CH3:36])=[O:33])[CH2:28]1. Given the product [Br:1][C:2]1[CH:3]=[CH:4][C:5]([O:20][C:21]([F:24])([F:23])[F:22])=[C:6]([CH:19]=1)[CH2:7][NH:8][C:9]1[C:14]([N+:15]([O-:17])=[O:16])=[CH:13][N:12]=[C:11]([NH:25][CH2:26][C@@H:27]2[CH2:31][CH2:30][N:29]([C:32]([O:34][C:35]([CH3:38])([CH3:37])[CH3:36])=[O:33])[CH2:28]2)[N:10]=1, predict the reactants needed to synthesize it.